This data is from Catalyst prediction with 721,799 reactions and 888 catalyst types from USPTO. The task is: Predict which catalyst facilitates the given reaction. (1) Reactant: CS(O[CH2:6][CH2:7][N:8]1[CH:12]=[C:11]([C:13]2[CH:18]=[C:17]([C:19]([O:21]C)=[O:20])[CH:16]=[CH:15][N:14]=2)[N:10]=[CH:9]1)(=O)=O.[CH:23]1([CH2:26][NH:27][CH3:28])[CH2:25][CH2:24]1. Product: [CH:23]1([CH2:26][N:27]([CH3:28])[CH2:6][CH2:7][N:8]2[CH:12]=[C:11]([C:13]3[CH:18]=[C:17]([C:19]([OH:21])=[O:20])[CH:16]=[CH:15][N:14]=3)[N:10]=[CH:9]2)[CH2:25][CH2:24]1. The catalyst class is: 11. (2) Reactant: C(OC(=O)[NH:7][C:8]1([C:12]2[CH:17]=[CH:16][C:15]([C:18]3[C:23]([C:24]4[CH:29]=[CH:28][CH:27]=[CH:26][CH:25]=4)=[CH:22][N:21]4[C:30]([C:33]#[N:34])=[CH:31][N:32]=[C:20]4[N:19]=3)=[CH:14][CH:13]=2)[CH2:11][CH2:10][CH2:9]1)(C)(C)C.C(O)(C(F)(F)F)=O. Product: [NH2:7][C:8]1([C:12]2[CH:13]=[CH:14][C:15]([C:18]3[C:23]([C:24]4[CH:29]=[CH:28][CH:27]=[CH:26][CH:25]=4)=[CH:22][N:21]4[C:30]([C:33]#[N:34])=[CH:31][N:32]=[C:20]4[N:19]=3)=[CH:16][CH:17]=2)[CH2:11][CH2:10][CH2:9]1. The catalyst class is: 2.